From a dataset of NCI-60 drug combinations with 297,098 pairs across 59 cell lines. Regression. Given two drug SMILES strings and cell line genomic features, predict the synergy score measuring deviation from expected non-interaction effect. (1) Drug 1: CCC1=C2CN3C(=CC4=C(C3=O)COC(=O)C4(CC)O)C2=NC5=C1C=C(C=C5)O. Drug 2: COCCOC1=C(C=C2C(=C1)C(=NC=N2)NC3=CC=CC(=C3)C#C)OCCOC.Cl. Cell line: LOX IMVI. Synergy scores: CSS=46.6, Synergy_ZIP=0.995, Synergy_Bliss=-0.200, Synergy_Loewe=-71.7, Synergy_HSA=-2.31. (2) Drug 1: C1=C(C(=O)NC(=O)N1)N(CCCl)CCCl. Drug 2: C1CN1P(=S)(N2CC2)N3CC3. Cell line: PC-3. Synergy scores: CSS=17.2, Synergy_ZIP=-4.44, Synergy_Bliss=-1.98, Synergy_Loewe=-0.573, Synergy_HSA=0.757. (3) Drug 2: CC1CCCC2(C(O2)CC(NC(=O)CC(C(C(=O)C(C1O)C)(C)C)O)C(=CC3=CSC(=N3)C)C)C. Synergy scores: CSS=41.4, Synergy_ZIP=-0.887, Synergy_Bliss=-0.341, Synergy_Loewe=-2.37, Synergy_HSA=2.62. Drug 1: C1C(C(OC1N2C=NC(=NC2=O)N)CO)O. Cell line: UACC62. (4) Drug 1: CCCCCOC(=O)NC1=NC(=O)N(C=C1F)C2C(C(C(O2)C)O)O. Drug 2: CC1=C(C(=O)C2=C(C1=O)N3CC4C(C3(C2COC(=O)N)OC)N4)N. Cell line: NCI-H226. Synergy scores: CSS=21.6, Synergy_ZIP=-3.28, Synergy_Bliss=-1.11, Synergy_Loewe=-51.4, Synergy_HSA=-2.32. (5) Drug 1: CNC(=O)C1=NC=CC(=C1)OC2=CC=C(C=C2)NC(=O)NC3=CC(=C(C=C3)Cl)C(F)(F)F. Drug 2: C(CCl)NC(=O)N(CCCl)N=O. Cell line: TK-10. Synergy scores: CSS=3.20, Synergy_ZIP=-0.442, Synergy_Bliss=-0.424, Synergy_Loewe=-1.37, Synergy_HSA=-0.392. (6) Drug 1: CS(=O)(=O)CCNCC1=CC=C(O1)C2=CC3=C(C=C2)N=CN=C3NC4=CC(=C(C=C4)OCC5=CC(=CC=C5)F)Cl. Drug 2: CN1C2=C(C=C(C=C2)N(CCCl)CCCl)N=C1CCCC(=O)O.Cl. Cell line: NCIH23. Synergy scores: CSS=4.37, Synergy_ZIP=2.52, Synergy_Bliss=7.42, Synergy_Loewe=7.41, Synergy_HSA=5.52. (7) Drug 1: CC1CCCC2(C(O2)CC(NC(=O)CC(C(C(=O)C(C1O)C)(C)C)O)C(=CC3=CSC(=N3)C)C)C. Drug 2: CC12CCC3C(C1CCC2OP(=O)(O)O)CCC4=C3C=CC(=C4)OC(=O)N(CCCl)CCCl.[Na+]. Cell line: U251. Synergy scores: CSS=58.4, Synergy_ZIP=-2.12, Synergy_Bliss=-9.92, Synergy_Loewe=-23.3, Synergy_HSA=-6.88. (8) Drug 1: C1CCC(CC1)NC(=O)N(CCCl)N=O. Drug 2: COCCOC1=C(C=C2C(=C1)C(=NC=N2)NC3=CC=CC(=C3)C#C)OCCOC.Cl. Cell line: RPMI-8226. Synergy scores: CSS=23.4, Synergy_ZIP=2.07, Synergy_Bliss=3.29, Synergy_Loewe=-3.63, Synergy_HSA=2.24. (9) Drug 1: CCC1(CC2CC(C3=C(CCN(C2)C1)C4=CC=CC=C4N3)(C5=C(C=C6C(=C5)C78CCN9C7C(C=CC9)(C(C(C8N6C)(C(=O)OC)O)OC(=O)C)CC)OC)C(=O)OC)O.OS(=O)(=O)O. Drug 2: CC1=C2C(C(=O)C3(C(CC4C(C3C(C(C2(C)C)(CC1OC(=O)C(C(C5=CC=CC=C5)NC(=O)OC(C)(C)C)O)O)OC(=O)C6=CC=CC=C6)(CO4)OC(=O)C)O)C)O. Cell line: PC-3. Synergy scores: CSS=-2.04, Synergy_ZIP=2.57, Synergy_Bliss=2.67, Synergy_Loewe=-0.733, Synergy_HSA=-1.76. (10) Synergy scores: CSS=78.9, Synergy_ZIP=0.848, Synergy_Bliss=2.75, Synergy_Loewe=-4.96, Synergy_HSA=5.02. Drug 2: CN(CCCl)CCCl.Cl. Drug 1: CC=C1C(=O)NC(C(=O)OC2CC(=O)NC(C(=O)NC(CSSCCC=C2)C(=O)N1)C(C)C)C(C)C. Cell line: UACC62.